This data is from Full USPTO retrosynthesis dataset with 1.9M reactions from patents (1976-2016). The task is: Predict the reactants needed to synthesize the given product. (1) Given the product [CH2:34]([O:33][C:17]1[CH:16]=[C:15]([CH:20]=[C:19]([C:21]#[C:22][C:23]2[CH:24]=[CH:25][C:26]([S:29]([CH3:32])(=[O:31])=[O:30])=[CH:27][CH:28]=2)[CH:18]=1)[CH2:14][S:13][C:10]1[CH:11]=[CH:12][C:7]([O:6][CH2:5][C:4]([OH:39])=[O:3])=[C:8]([CH3:38])[CH:9]=1)[CH:35]([CH3:36])[CH3:37], predict the reactants needed to synthesize it. The reactants are: C([O:3][C:4](=[O:39])[CH2:5][O:6][C:7]1[CH:12]=[CH:11][C:10]([S:13][CH2:14][C:15]2[CH:20]=[C:19]([C:21]#[C:22][C:23]3[CH:28]=[CH:27][C:26]([S:29]([CH3:32])(=[O:31])=[O:30])=[CH:25][CH:24]=3)[CH:18]=[C:17]([O:33][CH2:34][CH:35]([CH3:37])[CH3:36])[CH:16]=2)=[CH:9][C:8]=1[CH3:38])C.[OH-].[Na+].Cl. (2) Given the product [NH2:1][C:2]1[C:11]([CH:12]=[O:13])=[C:10]([C:14]2[CH:15]=[CH:16][C:17]([CH3:20])=[CH:18][CH:19]=2)[C:5]([C:6]([O:8][CH3:9])=[O:7])=[C:4]([CH3:21])[N:3]=1, predict the reactants needed to synthesize it. The reactants are: [NH2:1][C:2]1[C:11]([CH2:12][OH:13])=[C:10]([C:14]2[CH:19]=[CH:18][C:17]([CH3:20])=[CH:16][CH:15]=2)[C:5]([C:6]([O:8][CH3:9])=[O:7])=[C:4]([CH3:21])[N:3]=1.C1C=C[NH+]=CC=1.[O-][Cr](Cl)(=O)=O. (3) Given the product [C:12]([N:11]1[C:10]2[CH:9]=[CH:8][C:7]3[C:6](=[O:15])[CH2:5][CH2:4][C:3]=3[C:2]=2[CH:1]=[N:50]1)(=[O:14])[CH3:13], predict the reactants needed to synthesize it. The reactants are: [CH3:1][C:2]1[C:10]([NH:11][C:12](=[O:14])[CH3:13])=[CH:9][CH:8]=[C:7]2[C:3]=1[CH2:4][CH2:5][C:6]2=[O:15].C([O-])(=O)C.[K+].C(O)(=O)C.C(OC(=O)C)(=O)C.O1CCOCCOCCOCCOCCOCC1.[N:50](OCCC(C)C)=O.